Predict the reactants needed to synthesize the given product. From a dataset of Full USPTO retrosynthesis dataset with 1.9M reactions from patents (1976-2016). (1) Given the product [CH3:25][O:26][C:27](=[O:35])[CH:28]([NH:31][C:32](=[O:34])[CH3:33])[CH2:29][S:30][C:2]1[S:6][C:5]([NH:7][C:8]([NH:10][C:11]2[CH:16]=[CH:15][C:14]([CH3:17])=[CH:13][C:12]=2[C:18]([CH:20]2[CH2:24][CH2:23][CH2:22][CH2:21]2)=[O:19])=[O:9])=[N:4][CH:3]=1, predict the reactants needed to synthesize it. The reactants are: Br[C:2]1[S:6][C:5]([NH:7][C:8]([NH:10][C:11]2[CH:16]=[CH:15][C:14]([CH3:17])=[CH:13][C:12]=2[C:18]([CH:20]2[CH2:24][CH2:23][CH2:22][CH2:21]2)=[O:19])=[O:9])=[N:4][CH:3]=1.[CH3:25][O:26][C:27](=[O:35])[CH:28]([NH:31][C:32](=[O:34])[CH3:33])[CH2:29][SH:30]. (2) Given the product [Br:1][C:2]1[CH:3]=[C:4]([CH3:18])[C:5]([CH:9]=[C:10]2[CH:15]3[CH2:16][CH:12]([CH2:13][CH2:14]3)[C:11](=[O:17])[O:22]2)=[C:6]([CH3:8])[CH:7]=1, predict the reactants needed to synthesize it. The reactants are: [Br:1][C:2]1[CH:7]=[C:6]([CH3:8])[C:5]([CH:9]=[C:10]2[CH:15]3[CH2:16][CH:12]([CH2:13][CH2:14]3)[C:11]2=[O:17])=[C:4]([CH3:18])[CH:3]=1.OO.[Se](=O)=[O:22]. (3) The reactants are: [C:1]([O:5][C:6](=[O:25])[CH2:7][O:8][CH2:9][CH2:10][O:11][CH2:12][CH2:13][O:14][CH2:15][CH2:16][O:17][CH2:18][CH2:19]OS(C)(=O)=O)([CH3:4])([CH3:3])[CH3:2].[N-:26]=[N+:27]=[N-:28].[Na+]. Given the product [C:1]([O:5][C:6](=[O:25])[CH2:7][O:8][CH2:9][CH2:10][O:11][CH2:12][CH2:13][O:14][CH2:15][CH2:16][O:17][CH2:18][CH2:19][N:26]=[N+:27]=[N-:28])([CH3:4])([CH3:3])[CH3:2], predict the reactants needed to synthesize it.